Dataset: Full USPTO retrosynthesis dataset with 1.9M reactions from patents (1976-2016). Task: Predict the reactants needed to synthesize the given product. (1) Given the product [Br:13][C:9]1[N:8]=[C:7]([C:15]2[N:20]=[CH:19][CH:18]=[CH:17][N:16]=2)[CH:12]=[CH:11][CH:10]=1, predict the reactants needed to synthesize it. The reactants are: C([Li])CCC.Br[C:7]1[CH:12]=[CH:11][CH:10]=[C:9]([Br:13])[N:8]=1.Br[C:15]1[N:20]=[CH:19][CH:18]=[CH:17][N:16]=1. (2) Given the product [Cl:17][C:18]1[CH:19]=[CH:20][C:21]([N:26]2[CH:30]=[N:29][N:28]=[N:27]2)=[C:22]([CH:23]=1)[CH2:24][NH:25][C:14]([C@@H:9]1[CH2:10][CH2:11][CH2:12][CH2:13][N:8]1[C:6]([O:5][C:1]([CH3:2])([CH3:3])[CH3:4])=[O:7])=[O:16], predict the reactants needed to synthesize it. The reactants are: [C:1]([O:5][C:6]([N:8]1[CH2:13][CH2:12][CH2:11][CH2:10][C@H:9]1[C:14]([OH:16])=O)=[O:7])([CH3:4])([CH3:3])[CH3:2].[Cl:17][C:18]1[CH:19]=[CH:20][C:21]([N:26]2[CH:30]=[N:29][N:28]=[N:27]2)=[C:22]([CH2:24][NH2:25])[CH:23]=1.C(Cl)CCl.C1C=NC2N(O)N=NC=2C=1.C([O-])([O-])=O.[K+].[K+].